From a dataset of Forward reaction prediction with 1.9M reactions from USPTO patents (1976-2016). Predict the product of the given reaction. Given the reactants Cl[C:2]1[C:11]2[C:6](=[CH:7][CH:8]=[C:9]([Cl:12])[CH:10]=2)[N:5]=[C:4]([C:13]2[CH:18]=[CH:17][CH:16]=[CH:15][C:14]=2[F:19])[C:3]=1[CH3:20].[O:21]1[CH2:26][CH2:25][N:24]([C:27]2[CH:33]=[CH:32][C:31]([N:34]3[CH2:39][CH2:38][O:37][CH2:36][CH2:35]3)=[CH:30][C:28]=2[NH2:29])[CH2:23][CH2:22]1.Cl.O1CCOCC1, predict the reaction product. The product is: [Cl:12][C:9]1[CH:10]=[C:11]2[C:6](=[CH:7][CH:8]=1)[N:5]=[C:4]([C:13]1[CH:18]=[CH:17][CH:16]=[CH:15][C:14]=1[F:19])[C:3]([CH3:20])=[C:2]2[NH:29][C:28]1[CH:30]=[C:31]([N:34]2[CH2:39][CH2:38][O:37][CH2:36][CH2:35]2)[CH:32]=[CH:33][C:27]=1[N:24]1[CH2:23][CH2:22][O:21][CH2:26][CH2:25]1.